From a dataset of Forward reaction prediction with 1.9M reactions from USPTO patents (1976-2016). Predict the product of the given reaction. (1) Given the reactants [Si](OCCN1C=C(C(=O)N(CCCC)CCCC)N=C1C1C=CC(C(OC)=O)=CC=1C(OCC1C=CC=CC=1)=O)(C(C)(C)C)(C)C.[CH2:47]([N:51]([CH2:79][CH2:80][CH2:81][CH3:82])[C:52]([C:54]1[N:55]=[C:56]([C:59]2[CH:68]=[CH:67][C:62]([C:63]([O:65][CH3:66])=[O:64])=[CH:61][C:60]=2[C:69]([O:71][CH2:72][C:73]2[CH:78]=[CH:77][CH:76]=[CH:75][CH:74]=2)=[O:70])[NH:57][CH:58]=1)=[O:53])[CH2:48][CH2:49][CH3:50].Br[CH2:84][CH2:85][O:86][CH2:87][CH2:88][O:89][Si:90]([C:103]([CH3:106])([CH3:105])[CH3:104])([C:97]1[CH:102]=[CH:101][CH:100]=[CH:99][CH:98]=1)[C:91]1[CH:96]=[CH:95][CH:94]=[CH:93][CH:92]=1, predict the reaction product. The product is: [Si:90]([O:89][CH2:88][CH2:87][O:86][CH2:85][CH2:84][N:57]1[CH:58]=[C:54]([C:52](=[O:53])[N:51]([CH2:47][CH2:48][CH2:49][CH3:50])[CH2:79][CH2:80][CH2:81][CH3:82])[N:55]=[C:56]1[C:59]1[CH:68]=[CH:67][C:62]([C:63]([O:65][CH3:66])=[O:64])=[CH:61][C:60]=1[C:69]([O:71][CH2:72][C:73]1[CH:74]=[CH:75][CH:76]=[CH:77][CH:78]=1)=[O:70])([C:103]([CH3:105])([CH3:106])[CH3:104])([C:97]1[CH:98]=[CH:99][CH:100]=[CH:101][CH:102]=1)[C:91]1[CH:92]=[CH:93][CH:94]=[CH:95][CH:96]=1. (2) Given the reactants [OH:1][C:2]1[CH:9]=[CH:8][C:7]([O:10][CH3:11])=[CH:6][C:3]=1[C:4]#[N:5].C(=O)([O-])[O-].[Cs+].[Cs+].Cl[CH2:19][C:20]([NH2:22])=[O:21].[I-].[K+], predict the reaction product. The product is: [NH2:5][C:4]1[C:3]2[CH:6]=[C:7]([O:10][CH3:11])[CH:8]=[CH:9][C:2]=2[O:1][C:19]=1[C:20]([NH2:22])=[O:21]. (3) Given the reactants [NH2:1][C:2]1[CH:11]=[CH:10][C:5]([C:6]([O:8][CH3:9])=[O:7])=[CH:4][C:3]=1[OH:12].I[CH:14]([CH3:16])[CH3:15].C([O-])([O-])=O.[Cs+].[Cs+].[OH-].[NH4+], predict the reaction product. The product is: [CH3:9][O:8][C:6](=[O:7])[C:5]1[CH:10]=[CH:11][C:2]([NH2:1])=[C:3]([O:12][CH:14]([CH3:16])[CH3:15])[CH:4]=1. (4) The product is: [B:1]([O-:4])([O-:3])[O-:2].[Zn+2:5].[B:1]([O-:4])([O-:3])[O-:2].[Zn+2:5].[Zn+2:5]. Given the reactants [B:1]([OH:4])([OH:3])[OH:2].[Zn:5], predict the reaction product. (5) Given the reactants C[O:2][C:3]1[CH:4]=[C:5]2[C:10](=[CH:11][CH:12]=1)[C:9](=[O:13])[N:8]([C:14]1[CH:15]=[C:16]([CH:19]=[CH:20][CH:21]=1)[C:17]#[N:18])[CH:7]=[C:6]2[C:22]1[CH:27]=[C:26]([F:28])[C:25]([F:29])=[C:24]([F:30])[CH:23]=1.B(Br)(Br)Br, predict the reaction product. The product is: [OH:2][C:3]1[CH:4]=[C:5]2[C:10](=[CH:11][CH:12]=1)[C:9](=[O:13])[N:8]([C:14]1[CH:15]=[C:16]([CH:19]=[CH:20][CH:21]=1)[C:17]#[N:18])[CH:7]=[C:6]2[C:22]1[CH:23]=[C:24]([F:30])[C:25]([F:29])=[C:26]([F:28])[CH:27]=1. (6) Given the reactants C(NC(C)C)(C)C.C([Li])CCC.[F:13][C:14]1[CH:15]=[N:16][CH:17]=[CH:18][CH:19]=1.[F:20][C:21]1[CH:22]=[C:23]([CH:26]=[CH:27][CH:28]=1)[CH:24]=[O:25].[Cl-].[NH4+], predict the reaction product. The product is: [F:20][C:21]1[CH:22]=[C:23]([CH:24]([C:19]2[CH:18]=[CH:17][N:16]=[CH:15][C:14]=2[F:13])[OH:25])[CH:26]=[CH:27][CH:28]=1.